This data is from Catalyst prediction with 721,799 reactions and 888 catalyst types from USPTO. The task is: Predict which catalyst facilitates the given reaction. (1) Reactant: [F:1][C:2]1[CH:3]=[CH:4][C:5]([NH2:9])=[C:6]([SH:8])[CH:7]=1.[C:10](OCC)(=O)[C:11]([O:13][CH2:14][CH3:15])=[O:12].O.Cl. Product: [F:1][C:2]1[CH:3]=[CH:4][C:5]2[N:9]=[C:10]([C:11]([O:13][CH2:14][CH3:15])=[O:12])[S:8][C:6]=2[CH:7]=1. The catalyst class is: 14. (2) Reactant: [C:1]([C:3]1[C:12]([N:13]2[CH2:18][CH2:17][NH:16][C@H:15]([CH:19]3[CH2:21][CH2:20]3)[CH2:14]2)=[N:11][C:10]([CH:22]2[CH2:24][CH2:23]2)=[C:9]2[C:4]=1[CH2:5][CH2:6][N:7]([C:25]([O:27][C:28]([CH3:31])([CH3:30])[CH3:29])=[O:26])[CH2:8]2)#[N:2].CCN(C(C)C)C(C)C.[CH:41]1([C:44](Cl)=[O:45])[CH2:43][CH2:42]1. Product: [C:1]([C:3]1[C:12]([N:13]2[CH2:18][CH2:17][N:16]([C:44]([CH:41]3[CH2:43][CH2:42]3)=[O:45])[C@H:15]([CH:19]3[CH2:20][CH2:21]3)[CH2:14]2)=[N:11][C:10]([CH:22]2[CH2:24][CH2:23]2)=[C:9]2[C:4]=1[CH2:5][CH2:6][N:7]([C:25]([O:27][C:28]([CH3:31])([CH3:30])[CH3:29])=[O:26])[CH2:8]2)#[N:2]. The catalyst class is: 2. (3) Reactant: [Cl:1][C:2]1[CH:10]=[C:9]2[C:5]([C:6]([C:11]([O:13]C)=[O:12])=[CH:7][NH:8]2)=[CH:4][C:3]=1[C:15]1[C:16]([O:27][CH3:28])=[N:17][C:18]([N:21]2[CH2:25][CH2:24][CH:23]([OH:26])[CH2:22]2)=[CH:19][CH:20]=1.[OH-].[Na+].Cl. Product: [Cl:1][C:2]1[CH:10]=[C:9]2[C:5]([C:6]([C:11]([OH:13])=[O:12])=[CH:7][NH:8]2)=[CH:4][C:3]=1[C:15]1[C:16]([O:27][CH3:28])=[N:17][C:18]([N:21]2[CH2:25][CH2:24][CH:23]([OH:26])[CH2:22]2)=[CH:19][CH:20]=1. The catalyst class is: 5. (4) Reactant: [O:1]1[CH2:6][CH2:5][CH2:4][CH2:3][CH:2]1[O:7][N:8]1[C@@H:11]([CH3:12])[C@@H:10]([CH2:13][CH2:14][CH2:15][C:16]2[CH:21]=[CH:20][CH:19]=[CH:18][CH:17]=2)[C:9]1=[O:22].[OH-:23].[Na+]. Product: [C:16]1([CH2:15][CH2:14][CH2:13][C@H:10]([C@@H:11]([NH:8][O:7][CH:2]2[CH2:3][CH2:4][CH2:5][CH2:6][O:1]2)[CH3:12])[C:9]([OH:22])=[O:23])[CH:21]=[CH:20][CH:19]=[CH:18][CH:17]=1. The catalyst class is: 12. (5) Reactant: [C:1]([N:8]1[CH2:13][CH2:12][C:11](=O)[CH2:10][CH2:9]1)([O:3][C:4]([CH3:7])([CH3:6])[CH3:5])=[O:2].[NH:15]1[CH2:21][CH2:20][CH2:19][CH2:18][CH2:17][CH2:16]1.C(O)(=O)C.C(O[BH-](OC(=O)C)OC(=O)C)(=O)C.[Na+].C(=O)([O-])O.[Na+]. Product: [N:15]1([CH:11]2[CH2:12][CH2:13][N:8]([C:1]([O:3][C:4]([CH3:7])([CH3:6])[CH3:5])=[O:2])[CH2:9][CH2:10]2)[CH2:21][CH2:20][CH2:19][CH2:18][CH2:17][CH2:16]1. The catalyst class is: 26. (6) Reactant: C(Cl)(=O)[C:2](Cl)=[O:3].[NH2:7][C:8]1[N:13]=[C:12]([O:14][CH2:15][C:16]([F:19])([F:18])[F:17])[CH:11]=[C:10]([O:20][CH2:21][C:22]([F:25])([F:24])[F:23])[N:9]=1.NC1N=CC=CN=1. Product: [N:7]([C:8]1[N:9]=[C:10]([O:20][CH2:21][C:22]([F:25])([F:23])[F:24])[CH:11]=[C:12]([O:14][CH2:15][C:16]([F:18])([F:19])[F:17])[N:13]=1)=[C:2]=[O:3]. The catalyst class is: 12. (7) Reactant: [CH3:1][N:2]([CH2:4][C:5]1[CH:6]=[C:7]([CH:12]=[C:13]([F:15])[CH:14]=1)[C:8]([O:10]C)=[O:9])[CH3:3].O.[OH-].[Li+]. Product: [CH3:3][N:2]([CH2:4][C:5]1[CH:6]=[C:7]([CH:12]=[C:13]([F:15])[CH:14]=1)[C:8]([OH:10])=[O:9])[CH3:1]. The catalyst class is: 30. (8) Reactant: B.O1CCCC1.[CH2:7]([O:14][CH2:15][CH2:16][C@@H:17]([C:19](O)=[O:20])[NH2:18])[C:8]1[CH:13]=[CH:12][CH:11]=[CH:10][CH:9]=1. Product: [NH2:18][C@@H:17]([CH2:16][CH2:15][O:14][CH2:7][C:8]1[CH:13]=[CH:12][CH:11]=[CH:10][CH:9]=1)[CH2:19][OH:20]. The catalyst class is: 7. (9) Reactant: Br[C:2]1[CH:11]=[CH:10][C:9]2[C:4](=[CH:5][CH:6]=[C:7]([F:12])[CH:8]=2)[CH:3]=1.CC(C)([O-])C.[Na+].[NH:19]1[CH2:24][CH2:23][NH:22][CH2:21][CH2:20]1.C(Cl)(Cl)Cl. Product: [F:12][C:7]1[CH:8]=[C:9]2[C:4](=[CH:5][CH:6]=1)[CH:3]=[C:2]([N:19]1[CH2:24][CH2:23][NH:22][CH2:21][CH2:20]1)[CH:11]=[CH:10]2. The catalyst class is: 733.